This data is from Catalyst prediction with 721,799 reactions and 888 catalyst types from USPTO. The task is: Predict which catalyst facilitates the given reaction. (1) Reactant: [CH2:1]([N:8]1[C:17]2[C:12](=[N:13][CH:14]=[C:15]([Br:18])[CH:16]=2)[CH2:11][CH:10]([C:19](OC)=[O:20])[C:9]1=O)[C:2]1[CH:7]=[CH:6][CH:5]=[CH:4][CH:3]=1. Product: [CH2:1]([N:8]1[C:17]2[C:12](=[N:13][CH:14]=[C:15]([Br:18])[CH:16]=2)[CH2:11][CH:10]([CH2:19][OH:20])[CH2:9]1)[C:2]1[CH:3]=[CH:4][CH:5]=[CH:6][CH:7]=1. The catalyst class is: 7. (2) Reactant: C([N:4]([CH:7](C)C)[CH2:5][CH3:6])(C)C.[CH2:10]([O:12][C:13]([C:15]1([NH:20][C:21]([CH:23]2[CH2:27][CH:26]([OH:28])[CH2:25][CH:24]2[C:29]([OH:31])=O)=[O:22])[CH2:17][CH:16]1[CH:18]=[CH2:19])=[O:14])[CH3:11].CN(C=O)C.CN(C(ON1N=N[C:47]2[CH:48]=[CH:49]C=N[C:46]1=2)=[N+](C)C)C.F[P-](F)(F)(F)(F)F.CCN(C(C)C)C(C)C. Product: [CH2:10]([O:12][C:13]([C:15]1([NH:20][C:21]([CH:23]2[CH2:27][CH:26]([OH:28])[CH2:25][CH:24]2[C:29](=[O:31])[N:4]([CH2:5][CH2:6][CH2:49][CH2:48][CH:47]=[CH2:46])[CH3:7])=[O:22])[CH2:17][CH:16]1[CH:18]=[CH2:19])=[O:14])[CH3:11]. The catalyst class is: 2. (3) Reactant: [CH2:1]([O:3][C:4]([N:6]1[C:15]2[C:10](=[N:11][C:12]([O:16][CH3:17])=[CH:13][CH:14]=2)[C@@H:9]([NH:18][C:19]2[N:24]=[C:23]([O:25][CH3:26])[CH:22]=[C:21]([O:27][CH3:28])[N:20]=2)[CH2:8][C@H:7]1[CH2:29][CH3:30])=[O:5])[CH3:2].[H-].[Na+].[F:33][C:34]([F:48])([F:47])[C:35]1[CH:36]=[C:37]([CH:40]=[C:41]([C:43]([F:46])([F:45])[F:44])[CH:42]=1)[CH2:38]Br.O. The catalyst class is: 42. Product: [CH2:1]([O:3][C:4]([N:6]1[C:15]2[C:10](=[N:11][C:12]([O:16][CH3:17])=[CH:13][CH:14]=2)[C@@H:9]([NH:18][C:19]2[N:24]=[C:23]([O:25][CH3:26])[C:22]([CH2:38][C:37]3[CH:40]=[C:41]([C:43]([F:45])([F:46])[F:44])[CH:42]=[C:35]([C:34]([F:33])([F:47])[F:48])[CH:36]=3)=[C:21]([O:27][CH3:28])[N:20]=2)[CH2:8][C@H:7]1[CH2:29][CH3:30])=[O:5])[CH3:2]. (4) Reactant: [CH3:1][CH:2]([CH:6]([CH3:10])[C:7](=[O:9])[CH3:8])[C:3](=O)[CH3:4].C1(C)C=CC(S(O)(=O)=O)=CC=1. Product: [CH3:4][C:3]1[O:9][C:7]([CH3:8])=[C:6]([CH3:10])[C:2]=1[CH3:1]. The catalyst class is: 48. (5) Reactant: [C:1]([C:5]1[N:10]=[C:9]([N:11]2[CH2:16][CH2:15][N:14]([CH2:17][CH2:18][CH2:19][CH2:20][NH2:21])[CH2:13][CH2:12]2)[CH:8]=[C:7]([CH3:22])[N:6]=1)([CH3:4])([CH3:3])[CH3:2].C1N=CN([C:28](N2C=NC=C2)=[O:29])C=1.[C:35]1([S:41]([N:44]2[CH2:49][CH2:48][NH:47][CH2:46][CH2:45]2)(=[O:43])=[O:42])[CH:40]=[CH:39][CH:38]=[CH:37][CH:36]=1.C(Cl)(Cl)Cl.CO. Product: [C:1]([C:5]1[N:10]=[C:9]([N:11]2[CH2:12][CH2:13][N:14]([CH2:17][CH2:18][CH2:19][CH2:20][NH:21][C:28]([N:47]3[CH2:48][CH2:49][N:44]([S:41]([C:35]4[CH:40]=[CH:39][CH:38]=[CH:37][CH:36]=4)(=[O:43])=[O:42])[CH2:45][CH2:46]3)=[O:29])[CH2:15][CH2:16]2)[CH:8]=[C:7]([CH3:22])[N:6]=1)([CH3:4])([CH3:3])[CH3:2]. The catalyst class is: 6. (6) Reactant: [NH2:1][CH2:2][C:3]([N:5]1[CH2:14][CH2:13][C:12]2[C:7](=[CH:8][CH:9]=[C:10]([F:16])[C:11]=2[Br:15])[CH:6]1[CH2:17][C:18]([OH:20])=O)=[O:4].BrC1C(F)=CC=C2C=1CCN(C(=O)CNC(OC(C)(C)C)=O)C2CC(O)=O. Product: [Br:15][C:11]1[C:10]([F:16])=[CH:9][CH:8]=[C:7]2[C:12]=1[CH2:13][CH2:14][N:5]1[C:3](=[O:4])[CH2:2][NH:1][C:18](=[O:20])[CH:17]=[C:6]12. The catalyst class is: 393. (7) Reactant: [C:1]([O:5][C:6]([N:8]1[CH2:13][CH2:12][CH:11]([CH2:14][NH2:15])[CH2:10][CH2:9]1)=[O:7])([CH3:4])([CH3:3])[CH3:2].[N:16]1[CH:21]=[CH:20][CH:19]=[CH:18][CH:17]=1.BrC1C=CC=CN=1.C(=O)([O-])O.[Na+]. Product: [C:1]([O:5][C:6]([N:8]1[CH2:13][CH2:12][CH:11]([CH2:14][NH:15][C:17]2[CH:18]=[CH:19][CH:20]=[CH:21][N:16]=2)[CH2:10][CH2:9]1)=[O:7])([CH3:4])([CH3:3])[CH3:2]. The catalyst class is: 4. (8) Reactant: [Cl:1][C:2]1[CH:3]=[CH:4][C:5]([N+:9]([O-:11])=[O:10])=[C:6]([CH:8]=1)[NH2:7].[CH3:12]C(C)([O-])C.[K+].S(OC)(OC)(=O)=O. Product: [Cl:1][C:2]1[CH:3]=[CH:4][C:5]([N+:9]([O-:11])=[O:10])=[C:6]([CH:8]=1)[NH:7][CH3:12]. The catalyst class is: 9.